Dataset: Retrosynthesis with 50K atom-mapped reactions and 10 reaction types from USPTO. Task: Predict the reactants needed to synthesize the given product. (1) Given the product O=C(O)Cn1nnc2c(N3CCOCC3)nc(-c3cccc(CO)c3)nc21, predict the reactants needed to synthesize it. The reactants are: CC(C)(C)OC(=O)Cn1nnc2c(N3CCOCC3)nc(-c3cccc(CO)c3)nc21. (2) Given the product COC(=O)C[C@H]1CC[C@H](c2ccc(NC(=O)C(=O)OC)cn2)CC1, predict the reactants needed to synthesize it. The reactants are: COC(=O)C(=O)Cl.COC(=O)C[C@H]1CC[C@H](c2ccc(N)cn2)CC1.